From a dataset of Full USPTO retrosynthesis dataset with 1.9M reactions from patents (1976-2016). Predict the reactants needed to synthesize the given product. Given the product [CH3:27][C:25]1[CH:24]=[C:23]([C:28]2[CH:33]=[CH:32][C:31]([C:34]([F:37])([F:35])[F:36])=[C:30]([CH3:38])[CH:29]=2)[N:22]=[C:21]([C:17]2[CH:16]=[C:15]([C:11]3[CH:12]=[CH:13][CH:14]=[C:9]([S:6]([NH2:5])(=[O:7])=[O:8])[CH:10]=3)[CH:20]=[CH:19][CH:18]=2)[N:26]=1, predict the reactants needed to synthesize it. The reactants are: C([NH:5][S:6]([C:9]1[CH:10]=[C:11]([C:15]2[CH:20]=[CH:19][CH:18]=[C:17]([C:21]3[N:26]=[C:25]([CH3:27])[CH:24]=[C:23]([C:28]4[CH:33]=[CH:32][C:31]([C:34]([F:37])([F:36])[F:35])=[C:30]([CH3:38])[CH:29]=4)[N:22]=3)[CH:16]=2)[CH:12]=[CH:13][CH:14]=1)(=[O:8])=[O:7])(C)(C)C.C(O)(C(F)(F)F)=O.